This data is from Forward reaction prediction with 1.9M reactions from USPTO patents (1976-2016). The task is: Predict the product of the given reaction. (1) Given the reactants [Br:1][C:2]1[CH:11]=[C:10]2[C:5]([C:6]3[CH:15]=[CH:14][C:13]([C:16]([OH:18])=O)=[CH:12][C:7]=3[CH2:8][O:9]2)=[CH:4][CH:3]=1.[C:19](Cl)(=O)C(Cl)=O.C[Si](C=[N+]=[N-])(C)C.[BrH:32].CC(O)=O.C(=O)(O)[O-].[Na+], predict the reaction product. The product is: [Br:32][CH2:19][C:16]([C:13]1[CH:14]=[CH:15][C:6]2[C:5]3[C:10](=[CH:11][C:2]([Br:1])=[CH:3][CH:4]=3)[O:9][CH2:8][C:7]=2[CH:12]=1)=[O:18]. (2) Given the reactants Br[C:2]1[CH:3]=[C:4]2[N:13]([CH3:14])[CH:12]=[CH:11][C:5]2=[N:6][C:7]=1[C@@H:8]([NH2:10])[CH3:9].[NH:15]1[CH2:20][CH2:19][CH2:18][CH:17]([OH:21])[CH2:16]1.CC([O-])(C)C.[K+], predict the reaction product. The product is: [NH2:10][C@H:8]([C:7]1[N:6]=[C:5]2[CH:11]=[CH:12][N:13]([CH3:14])[C:4]2=[CH:3][C:2]=1[N:15]1[CH2:20][CH2:19][CH2:18][CH:17]([OH:21])[CH2:16]1)[CH3:9]. (3) Given the reactants [C:1]([NH:8][C@@H:9]([C:13]([OH:15])=O)[CH2:10][O:11][CH3:12])([O:3][C:4]([CH3:7])([CH3:6])[CH3:5])=[O:2].C1C=C2[N:22]=NN(O)C2=CC=1.O.C(Cl)CCl.[NH4+].[OH-], predict the reaction product. The product is: [NH2:22][C:13](=[O:15])[C@H:9]([NH:8][C:1](=[O:2])[O:3][C:4]([CH3:7])([CH3:6])[CH3:5])[CH2:10][O:11][CH3:12]. (4) Given the reactants [CH3:1][O:2][C:3](=[O:17])[NH:4][C:5]1[S:6][C:7]2[C:13](I)=[CH:12][CH:11]=[C:10]([O:15][CH3:16])[C:8]=2[N:9]=1.C([Sn](CCCC)(CCCC)[C:23]1[O:24][CH2:25][CH2:26][CH2:27][CH:28]=1)CCC.O1C=CC=C1P(C1OC=CC=1)C1OC=CC=1.C(N(CC)CC)C, predict the reaction product. The product is: [CH3:1][O:2][C:3](=[O:17])[NH:4][C:5]1[S:6][C:7]2[C:13]([C:23]3[O:24][CH2:25][CH2:26][CH2:27][CH:28]=3)=[CH:12][CH:11]=[C:10]([O:15][CH3:16])[C:8]=2[N:9]=1.